Task: Predict the reactants needed to synthesize the given product.. Dataset: Full USPTO retrosynthesis dataset with 1.9M reactions from patents (1976-2016) (1) Given the product [F:30][C:18]([F:17])([F:29])[C:19]1[CH:27]=[C:26]2[C:22]([CH:23]=[CH:24][N:25]2[NH:28][C:14]([C:10]2[C:11]([CH3:13])=[N:12][C:7]([C:2]3[CH:3]=[CH:4][CH:5]=[CH:6][N:1]=3)=[N:8][CH:9]=2)=[O:16])=[CH:21][CH:20]=1, predict the reactants needed to synthesize it. The reactants are: [N:1]1[CH:6]=[CH:5][CH:4]=[CH:3][C:2]=1[C:7]1[N:12]=[C:11]([CH3:13])[C:10]([C:14]([OH:16])=O)=[CH:9][N:8]=1.[F:17][C:18]([F:30])([F:29])[C:19]1[CH:27]=[C:26]2[C:22]([CH:23]=[CH:24][N:25]2[NH2:28])=[CH:21][CH:20]=1.C[N+]1(C2N=C(OC)N=C(OC)N=2)CCOCC1.[Cl-]. (2) Given the product [CH:2]1[CH:7]=[CH:6][C:5]([S:8]([N:11]([C:24]2[CH:29]=[CH:28][CH:27]=[CH:26][CH:25]=2)[C:12]2[C:21]3[C:16](=[CH:17][C:18]([F:23])=[C:19]([C:38]4[O:39][C:35]([CH:31]5[O:32][CH2:33][CH2:34][O:30]5)=[CH:36][CH:37]=4)[CH:20]=3)[N:15]=[CH:14][N:13]=2)(=[O:10])=[O:9])=[CH:4][CH:3]=1, predict the reactants needed to synthesize it. The reactants are: Cl.[CH:2]1[CH:7]=[CH:6][C:5]([S:8]([N:11]([C:24]2[CH:29]=[CH:28][CH:27]=[CH:26][CH:25]=2)[C:12]2[C:21]3[C:16](=[CH:17][C:18]([F:23])=[C:19](I)[CH:20]=3)[N:15]=[CH:14][N:13]=2)(=[O:10])=[O:9])=[CH:4][CH:3]=1.[O:30]1[CH2:34][CH2:33][O:32][CH:31]1[C:35]1[O:39][C:38]([Sn](CCCC)(CCCC)CCCC)=[CH:37][CH:36]=1. (3) Given the product [C:14]([C:12]1[CH:11]=[CH:10][N:9]=[C:8]([C:3]2[N:4]=[CH:5][N:6]([CH3:7])[C:2]=2[C:24]2[CH:25]=[C:20]([CH:21]=[CH:22][CH:23]=2)[C:18]([NH:17][CH3:16])=[O:19])[CH:13]=1)#[N:15], predict the reactants needed to synthesize it. The reactants are: Br[C:2]1[N:6]([CH3:7])[CH:5]=[N:4][C:3]=1[C:8]1[CH:13]=[C:12]([C:14]#[N:15])[CH:11]=[CH:10][N:9]=1.[CH3:16][NH:17][C:18]([C:20]1[CH:21]=[C:22](B(O)O)[CH:23]=[CH:24][CH:25]=1)=[O:19]. (4) Given the product [F:1][C:2]1[CH:7]=[CH:6][C:5]([C:8]2[N:9]=[CH:10][N:11]([C:26]3[CH:27]=[N:28][CH:29]=[CH:30][CH:31]=3)[C:12]=2[C:13]2[CH:14]=[CH:15][C:16]3[N:17]([CH:19]=[C:20]([NH2:22])[N:21]=3)[N:18]=2)=[CH:4][CH:3]=1, predict the reactants needed to synthesize it. The reactants are: [F:1][C:2]1[CH:7]=[CH:6][C:5]([C:8]2[N:9]=[CH:10][N:11]([C:26]3[CH:27]=[N:28][CH:29]=[CH:30][CH:31]=3)[C:12]=2[C:13]2[CH:14]=[CH:15][C:16]3[N:17]([CH:19]=[C:20]([NH:22]C(=O)C)[N:21]=3)[N:18]=2)=[CH:4][CH:3]=1.Cl.O1CCOCC1. (5) Given the product [CH2:8]([O:15][C:16]([N:18]1[CH2:19][CH2:20][CH:21]([C:24]2[N:25]([CH3:43])[C:26](=[O:42])[C:27]3[C:32]([C:33]=2[C:34]2[CH:39]=[CH:38][CH:37]=[CH:36][CH:35]=2)=[CH:31][C:30]([O:40][CH3:41])=[CH:29][CH:28]=3)[CH2:22][CH2:23]1)=[O:17])[C:9]1[CH:14]=[CH:13][CH:12]=[CH:11][CH:10]=1, predict the reactants needed to synthesize it. The reactants are: FC(F)(F)C(O)=O.[CH2:8]([O:15][C:16]([N:18]1[CH2:23][CH2:22][CH:21]([C:24]2(O)[CH:33]([C:34]3[CH:39]=[CH:38][CH:37]=[CH:36][CH:35]=3)[C:32]3[C:27](=[CH:28][CH:29]=[C:30]([O:40][CH3:41])[CH:31]=3)[C:26](=[O:42])[N:25]2[CH3:43])[CH2:20][CH2:19]1)=[O:17])[C:9]1[CH:14]=[CH:13][CH:12]=[CH:11][CH:10]=1.[OH-].[Na+]. (6) Given the product [Br:1][C:2]1[CH:3]=[CH:4][CH:5]=[C:6]2[C:11]=1[N:10]=[C:9]([CH2:12][Br:20])[CH:8]=[CH:7]2, predict the reactants needed to synthesize it. The reactants are: [Br:1][C:2]1[CH:3]=[CH:4][CH:5]=[C:6]2[C:11]=1[N:10]=[C:9]([CH3:12])[CH:8]=[CH:7]2.C1C(=O)N([Br:20])C(=O)C1.